From a dataset of hERG Central: cardiac toxicity at 1µM, 10µM, and general inhibition. Predict hERG channel inhibition at various concentrations. The drug is O=C(Nc1ccc(F)cc1F)N1CCCN(c2ccc([N+](=O)[O-])cn2)CC1. Results: hERG_inhib (hERG inhibition (general)): blocker.